From a dataset of Drug-target binding data from BindingDB using IC50 measurements. Regression. Given a target protein amino acid sequence and a drug SMILES string, predict the binding affinity score between them. We predict pIC50 (pIC50 = -log10(IC50 in M); higher means more potent). Dataset: bindingdb_ic50. (1) The small molecule is CC(C)[C@H](NC(=O)OCc1ccccc1)C(=O)N[C@@H]1C(=O)N2CCO[C@H]12. The target protein (P07154) has sequence MTPLLLLAVLCLGTALATPKFDQTFNAQWHQWKSTHRRLYGTNEEEWRRAVWEKNMRMIQLHNGEYSNGKHGFTMEMNAFGDMTNEEFRQIVNGYRHQKHKKGRLFQEPLMLQIPKTVDWREKGCVTPVKNQGQCGSCWAFSASGCLEGQMFLKTGKLISLSEQNLVDCSHDQGNQGCNGGLMDFAFQYIKENGGLDSEESYPYEAKDGSCKYRAEYAVANDTGFVDIPQQEKALMKAVATVGPISVAMDASHPSLQFYSSGIYYEPNCSSKDLDHGVLVVGYGYEGTDSNKDKYWLVKNSWGKEWGMDGYIKIAKDRNNHCGLATAASYPIVN. The pIC50 is 6.2. (2) The pIC50 is 6.7. The target protein sequence is PMVTLSSILESIINDMRDLPNTYPFHTPVNAKVVKDYYKIITRPMDLQTLRENVRKRLYPSREEFREHLELIVKNSATYNGPKHSLTQISQSMLDLCDEKLKEKEDKLARLEKAINPLLDDDDQVAFSFILDNIVTQKMMAVPDSWPFHHPVNKKFVPDYYKVIVNPMDLETIRKNISKHKYQSRESFLDDVNLILANSVKYNGPESQYTKTAQEIV. The small molecule is CCOC(=O)c1c(C)[nH]c2c(=O)n(C)cc(C#CC(C)(O)c3cccc(F)c3)c12. (3) The compound is CSc1ccc2nc3cc(C(=O)O)[nH]n3c(=O)c2c1. The target protein (P0A6I6) has sequence MQKRAIYPGTFDPITNGHIDIVTRATQMFDHVILAIAASPSKKPMFTLEERVALAQQATAHLGNVEVVGFSDLMANFARNQHATVLIRGLRAVADFEYEMQLAHMNRHLMPELESVFLMPSKEWSFISSSLVKEVARHQGDVTHFLPENVHQALMAKLA. The pIC50 is 5.1. (4) The small molecule is CCCC[C@@H](O)/C=C(C)/C=C/C=C/C(=O)N1CCCC1=O. The target protein (Q9QXE2) has sequence MDPQGIVKAFPKRKKSHADLSSKALAKIPKREVGEARGWLSSLRAHIMPAGIGRARAELFEKQIIHHGGQVCSAQAPGVTHIVVDEDMDYERALRLLRLPQLPPGAQLVKSTWLSLCLQEGRLTDTEGFSLPMPKRSLDEPQPSKSGQDASAPGTQRDLPRTTLSLSPPHTRAVSPPPTAEKPSRTQAQLSSEDETSDGEGPQVSSADLQALITGHYPTPPEEDGGPDPAPEALDKWVCAQPSSQKATNYNLHITEKLEVLAKAYSVQGDKWRALGYAKAINALKSFHKPVSSYQEACSIPGIGKRMAEKVMEILESGHLRKLDHISDSVPVLELFSNIWGAGTKTAQMWYHQGFRNLEDLQSLGSLTAQQAIGLKHYDDFLDRMPREEAAEIEQTVRISAQAFNPGLLCVACGSYRRGKMTCGDVDVLITHPDGRSHRGIFSCLLDSLRQQGFLTDDLVSQEENGQQQKYLGVCRLPGPGKRHRRLDIIVVPYCEFACA.... The pIC50 is 3.7.